From a dataset of Catalyst prediction with 721,799 reactions and 888 catalyst types from USPTO. Predict which catalyst facilitates the given reaction. (1) Reactant: [OH:1][C@@:2]1([CH2:39][O:40][CH3:41])[CH2:7][CH2:6][CH2:5][CH2:4][C@H:3]1[N:8]1[C:12]([C:13]2[CH:18]=[CH:17][CH:16]=[CH:15][CH:14]=2)=[C:11]([C:19]([N:21]2[CH2:26][CH2:25][NH:24][CH2:23][C@H:22]2[CH2:27][CH2:28][O:29][C:30]2[CH:35]=[CH:34][C:33]([C:36](=[O:38])[CH3:37])=[CH:32][CH:31]=2)=[O:20])[N:10]=[CH:9]1.C(C1C=CC=CC=1OC[C@H]1NCCN(C(OC(C)(C)C)=O)C1)#N.[BH4-].[Na+].C(=O)([O-])O.[Na+]. Product: [OH:38][CH:36]([C:33]1[CH:34]=[CH:35][C:30]([O:29][CH2:28][CH2:27][C@@H:22]2[CH2:23][NH:24][CH2:25][CH2:26][N:21]2[C:19]([C:11]2[N:10]=[CH:9][N:8]([C@@H:3]3[CH2:4][CH2:5][CH2:6][CH2:7][C@:2]3([CH2:39][O:40][CH3:41])[OH:1])[C:12]=2[C:13]2[CH:18]=[CH:17][CH:16]=[CH:15][CH:14]=2)=[O:20])=[CH:31][CH:32]=1)[CH3:37]. The catalyst class is: 5. (2) Reactant: F[C:2]1[CH:16]=[CH:15][C:5]([C:6]([C:8]2[CH:13]=[CH:12][C:11](F)=[CH:10][CH:9]=2)=[O:7])=[CH:4][CH:3]=1.[H-].[Na+].[CH2:19]([OH:25])[CH:20]=[CH:21][CH:22]=[CH:23][CH3:24]. Product: [CH2:19]([O:25][C:2]1[CH:16]=[CH:15][C:5]([C:6]([C:8]2[CH:13]=[CH:12][C:11]([O:7][CH2:6][CH:5]=[CH:4][CH:3]=[CH:2][CH3:16])=[CH:10][CH:9]=2)=[O:7])=[CH:4][CH:3]=1)[CH:20]=[CH:21][CH:22]=[CH:23][CH3:24]. The catalyst class is: 3. (3) Reactant: [Br:1][C:2]1[C:3](O)=[N:4][CH:5]=[C:6]([CH:12]=1)[C:7]([O:9][CH2:10][CH3:11])=[O:8].[Br:14]P(Br)Br. Product: [Br:1][C:2]1[C:3]([Br:14])=[N:4][CH:5]=[C:6]([CH:12]=1)[C:7]([O:9][CH2:10][CH3:11])=[O:8]. The catalyst class is: 6. (4) Reactant: [Br:1][C:2]1[CH:6]=[CH:5][S:4][C:3]=1/[C:7](/[NH:17][CH:18]([C:20]1[S:21][CH:22]=[CH:23][N:24]=1)[CH3:19])=[C:8](\[C:15]#[N:16])/[C:9]([O:11]CC=C)=[O:10].N1CCCC1.C1(P(C2C=CC=CC=2)C2C=CC=CC=2)C=CC=CC=1. Product: [Br:1][C:2]1[CH:6]=[CH:5][S:4][C:3]=1/[C:7](/[NH:17][CH:18]([C:20]1[S:21][CH:22]=[CH:23][N:24]=1)[CH3:19])=[C:8](\[C:15]#[N:16])/[C:9]([OH:11])=[O:10]. The catalyst class is: 2. (5) Product: [NH2:1][C:2]1[C:7]([C:8]([OH:13])=[O:9])=[C:6]([Cl:10])[N:5]=[CH:4][N:3]=1. Reactant: [NH2:1][C:2]1[C:7]([CH:8]=[O:9])=[C:6]([Cl:10])[N:5]=[CH:4][N:3]=1.S(=O)(=O)([OH:13])N.Cl([O-])=O.[Na+]. The catalyst class is: 20. (6) Reactant: [O:1]=[C:2]1[CH2:7][CH2:6][CH2:5][S:4][C:3]1=[CH:8][C:9]1[CH:14]=[CH:13][C:12]([CH:15]([CH3:19])[C:16]([OH:18])=[O:17])=[CH:11][CH:10]=1.[BH4-].[Na+].C(O)(=O)CC(CC(O)=O)(C(O)=O)O. Product: [OH:1][CH:2]1[CH2:7][CH2:6][CH2:5][S:4][C:3]1=[CH:8][C:9]1[CH:14]=[CH:13][C:12]([CH:15]([CH3:19])[C:16]([OH:18])=[O:17])=[CH:11][CH:10]=1. The catalyst class is: 5. (7) Product: [O:1]=[C:2]1[C:10]2[N:9]([C:29]([C:23]3[CH:28]=[CH:27][CH:26]=[CH:25][CH:24]=3)([C:36]3[CH:37]=[CH:38][CH:39]=[CH:40][CH:41]=3)[C:30]3[CH:31]=[CH:32][CH:33]=[CH:34][CH:35]=3)[N:8]=[C:7]([C:11]([O:13][CH2:14][CH3:15])=[O:12])[C:6]=2[CH2:5][CH2:4][CH2:3]1.[CH2:11]([O:13][CH2:14][CH3:15])[CH3:7]. The catalyst class is: 4. Reactant: [O:1]=[C:2]1[C:10]2[NH:9][N:8]=[C:7]([C:11]([O:13][CH2:14][CH3:15])=[O:12])[C:6]=2[CH2:5][CH2:4][CH2:3]1.C(N(CC)CC)C.[C:23]1([C:29](Cl)([C:36]2[CH:41]=[CH:40][CH:39]=[CH:38][CH:37]=2)[C:30]2[CH:35]=[CH:34][CH:33]=[CH:32][CH:31]=2)[CH:28]=[CH:27][CH:26]=[CH:25][CH:24]=1.